From a dataset of Reaction yield outcomes from USPTO patents with 853,638 reactions. Predict the reaction yield, written as a fraction of the theoretical maximum amount of product (1.0 means a 100% yield; for example, 0.34 means a 34% yield). (1) The product is [CH3:13][O:12][C:9]1[CH:10]=[C:11]2[C:6](=[CH:7][C:8]=1[O:14][CH3:15])[N:5]=[CH:4][N:3]=[C:2]2[O:22][C:23]1[CH:32]=[C:31]2[C:26]([CH:27]=[CH:28][CH:29]=[N:30]2)=[CH:25][CH:24]=1. The yield is 0.240. The catalyst is CN(C=O)C. The reactants are Cl[C:2]1[C:11]2[C:6](=[CH:7][C:8]([O:14][CH3:15])=[C:9]([O:12][CH3:13])[CH:10]=2)[N:5]=[CH:4][N:3]=1.C(=O)([O-])[O-].[K+].[K+].[OH:22][C:23]1[CH:32]=[C:31]2[C:26]([CH:27]=[CH:28][CH:29]=[N:30]2)=[CH:25][CH:24]=1.[OH-].[Na+]. (2) The reactants are N[C:2]1[CH:3]=[CH:4][C:5]([C:12]2[CH:17]=[CH:16][CH:15]=[C:14]([O:18][Si:19]([C:22]([CH3:25])([CH3:24])[CH3:23])([CH3:21])[CH3:20])[CH:13]=2)=[C:6]2[C:10]=1[C:9](=[O:11])[NH:8][CH2:7]2.[I-:26].[K+].II.[N+]([O-])(OC(C)(C)C)=O. The catalyst is C(#N)C.[Cu](I)I. The product is [I:26][C:2]1[CH:3]=[CH:4][C:5]([C:12]2[CH:17]=[CH:16][CH:15]=[C:14]([O:18][Si:19]([C:22]([CH3:25])([CH3:24])[CH3:23])([CH3:21])[CH3:20])[CH:13]=2)=[C:6]2[C:10]=1[C:9](=[O:11])[NH:8][CH2:7]2. The yield is 0.520. (3) The reactants are [CH3:1][C@:2]1([NH:34]C(=O)OC(C)(C)C)[CH2:6][CH2:5][N:4]([C@@H:7]([C:12]2[CH:13]=[CH:14][C:15]3[N:16]([C:18]([C:21]4[CH:30]=[CH:29][C:28]5[C:23](=[C:24]([O:32][CH3:33])[CH:25]=[C:26]([F:31])[CH:27]=5)[N:22]=4)=[N:19][N:20]=3)[CH:17]=2)[C:8]([F:11])([F:10])[F:9])[CH2:3]1.Cl. The catalyst is C(Cl)Cl.O1CCOCC1. The product is [CH3:1][C@:2]1([NH2:34])[CH2:6][CH2:5][N:4]([C@@H:7]([C:12]2[CH:13]=[CH:14][C:15]3[N:16]([C:18]([C:21]4[CH:30]=[CH:29][C:28]5[C:23](=[C:24]([O:32][CH3:33])[CH:25]=[C:26]([F:31])[CH:27]=5)[N:22]=4)=[N:19][N:20]=3)[CH:17]=2)[C:8]([F:10])([F:9])[F:11])[CH2:3]1. The yield is 0.928. (4) The reactants are Cl.Cl.[NH2:3][C:4]1[NH:9][C:8](=[O:10])[C:7]([C:11]([NH:13][CH2:14][CH:15]2[CH2:20][CH2:19][N:18]([CH2:21][CH2:22][CH2:23][CH3:24])[CH2:17][CH2:16]2)=[O:12])=[CH:6][C:5]=1[Cl:25].[H-].[Na+].I[CH3:29].O. The catalyst is CN(C)C=O. The product is [NH2:3][C:4]1[N:9]([CH3:29])[C:8](=[O:10])[C:7]([C:11]([NH:13][CH2:14][CH:15]2[CH2:20][CH2:19][N:18]([CH2:21][CH2:22][CH2:23][CH3:24])[CH2:17][CH2:16]2)=[O:12])=[CH:6][C:5]=1[Cl:25]. The yield is 0.0600.